From a dataset of Catalyst prediction with 721,799 reactions and 888 catalyst types from USPTO. Predict which catalyst facilitates the given reaction. Reactant: [NH2:1][C:2]1[C:7]([C:8]#[N:9])=[C:6]([O:10][CH2:11][CH3:12])[N:5]=[C:4]([C:13]([OH:15])=O)[CH:3]=1.CN(C(ON1N=NC2C=CC=CC1=2)=[N+](C)C)C.[B-](F)(F)(F)F.[CH3:38][C:39]1[CH:46]=[CH:45][CH:44]=[CH:43][C:40]=1[CH2:41][NH2:42]. Product: [NH2:1][C:2]1[C:7]([C:8]#[N:9])=[C:6]([O:10][CH2:11][CH3:12])[N:5]=[C:4]([C:13]([NH:42][CH2:41][C:40]2[CH:43]=[CH:44][CH:45]=[CH:46][C:39]=2[CH3:38])=[O:15])[CH:3]=1. The catalyst class is: 44.